This data is from Full USPTO retrosynthesis dataset with 1.9M reactions from patents (1976-2016). The task is: Predict the reactants needed to synthesize the given product. (1) Given the product [CH2:16]([O:13][C:10]1[CH:9]=[CH:8][C:7]([C:1]2[CH:2]=[CH:3][CH:4]=[CH:5][CH:6]=2)=[CH:12][CH:11]=1)[CH:15]=[CH2:14], predict the reactants needed to synthesize it. The reactants are: [C:1]1([C:7]2[CH:12]=[CH:11][C:10]([OH:13])=[CH:9][CH:8]=2)[CH:6]=[CH:5][CH:4]=[CH:3][CH:2]=1.[CH2:14](Br)[CH:15]=[CH2:16].C([O-])([O-])=O.[K+].[K+]. (2) Given the product [OH-:5].[NH4+:8].[Cl:25][C:21]1[N:22]=[CH:23][S:24][C:20]=1[CH2:19][N:14]([CH2:15][CH:16]([CH3:18])[CH3:17])[CH:11]1[CH2:12][CH2:13][NH:8][CH2:9][CH2:10]1, predict the reactants needed to synthesize it. The reactants are: C([O:5]C([N:8]1[CH2:13][CH2:12][CH:11]([N:14]([CH2:19][C:20]2[S:24][CH:23]=[N:22][C:21]=2[Cl:25])[CH2:15][CH:16]([CH3:18])[CH3:17])[CH2:10][CH2:9]1)=O)(C)(C)C.FC(F)(F)C(O)=O.[OH-].[Na+]. (3) Given the product [NH2:11][C:9]1[C:10]2[C:2]([C:27]3[CH:28]=[C:29]([OH:32])[CH:30]=[CH:31][C:26]=3[F:25])=[CH:3][N:4]([C@H:12]3[CH2:15][C@@H:14]([CH2:16][N:17]4[CH2:22][CH2:21][S:20](=[O:24])(=[O:23])[CH2:19][CH2:18]4)[CH2:13]3)[C:5]=2[N:6]=[CH:7][N:8]=1, predict the reactants needed to synthesize it. The reactants are: Br[C:2]1[C:10]2[C:9]([NH2:11])=[N:8][CH:7]=[N:6][C:5]=2[N:4]([C@H:12]2[CH2:15][C@@H:14]([CH2:16][N:17]3[CH2:22][CH2:21][S:20](=[O:24])(=[O:23])[CH2:19][CH2:18]3)[CH2:13]2)[CH:3]=1.[F:25][C:26]1[CH:31]=[CH:30][C:29]([OH:32])=[CH:28][C:27]=1B(O)O.C(=O)([O-])[O-].[K+].[K+].C([O-])(O)=O.[Na+]. (4) Given the product [CH:30]1[C:31]2[C:35]3[CH:36]=[CH:37][CH:38]=[CH:39][C:34]=3[O:33][C:32]=2[C:27]([B:14]([OH:15])[OH:17])=[CH:28][CH:29]=1, predict the reactants needed to synthesize it. The reactants are: CCCCCC.C([Li])CCC.CO[B:14]([O:17]C)[O:15]C.Cl.CCCCCC.Br[C:27]1[C:32]2[O:33][C:34]3[CH:39]=[CH:38][CH:37]=[CH:36][C:35]=3[C:31]=2[CH:30]=[CH:29][CH:28]=1. (5) Given the product [Cl:1][C:2]1[N:11]=[CH:10][C:9]2[N:8]([CH2:23][C:24]3[O:28][N:27]=[C:26]([CH2:29][CH3:30])[CH:25]=3)[CH2:7][C@@H:6]3[CH2:12][O:13][CH2:14][CH2:15][N:5]3[C:4]=2[N:3]=1, predict the reactants needed to synthesize it. The reactants are: [Cl:1][C:2]1[N:11]=[CH:10][C:9]2[NH:8][CH2:7][C@@H:6]3[CH2:12][O:13][CH2:14][CH2:15][N:5]3[C:4]=2[N:3]=1.CC(C)([O-])C.[Na+].Cl[CH2:23][C:24]1[O:28][N:27]=[C:26]([CH2:29][CH3:30])[CH:25]=1. (6) Given the product [CH3:39][N:40]([CH2:36][C:28]1[C:29]([C:31]2[CH:35]=[CH:34][O:33][CH:32]=2)=[CH:30][N:26]([C:3]2[C:2]([F:1])=[CH:7][N:6]=[C:5]([NH:8][C:9]3[C:10]([O:24][CH3:25])=[CH:11][C:12]([N:18]4[CH2:23][CH2:22][O:21][CH2:20][CH2:19]4)=[C:13]([NH:15][C:10](=[O:24])[CH:9]=[CH2:14])[CH:14]=3)[N:4]=2)[CH:27]=1)[CH3:41], predict the reactants needed to synthesize it. The reactants are: [F:1][C:2]1[C:3]([N:26]2[CH:30]=[C:29]([C:31]3[CH:35]=[CH:34][O:33][CH:32]=3)[C:28]([CH:36]=O)=[CH:27]2)=[N:4][C:5]([NH:8][C:9]2[CH:14]=[C:13]([N+:15]([O-])=O)[C:12]([N:18]3[CH2:23][CH2:22][O:21][CH2:20][CH2:19]3)=[CH:11][C:10]=2[O:24][CH3:25])=[N:6][CH:7]=1.Cl.[CH3:39][NH:40][CH3:41]. (7) Given the product [F:8][C:4]1[C:3]([O:9][C:10]2[CH:15]=[CH:14][CH:13]=[C:12]([CH3:16])[CH:11]=2)=[C:2]([C:24]([C@@H:26]2[CH2:31][CH2:30][CH2:29][N:28]([C:32]([O:34][C:35]([CH3:38])([CH3:37])[CH3:36])=[O:33])[CH2:27]2)=[O:25])[CH:7]=[CH:6][CH:5]=1, predict the reactants needed to synthesize it. The reactants are: Br[C:2]1[CH:7]=[CH:6][CH:5]=[C:4]([F:8])[C:3]=1[O:9][C:10]1[CH:15]=[CH:14][CH:13]=[C:12]([CH3:16])[CH:11]=1.[Li]CCCC.CN(OC)[C:24]([C@@H:26]1[CH2:31][CH2:30][CH2:29][N:28]([C:32]([O:34][C:35]([CH3:38])([CH3:37])[CH3:36])=[O:33])[CH2:27]1)=[O:25].